This data is from Retrosynthesis with 50K atom-mapped reactions and 10 reaction types from USPTO. The task is: Predict the reactants needed to synthesize the given product. Given the product C=C(c1ccc(OCc2ccccc2)cc1)[Sn](CCCC)(CCCC)CCCC, predict the reactants needed to synthesize it. The reactants are: C#Cc1ccc(OCc2ccccc2)cc1.CCCC[SnH](CCCC)CCCC.